Dataset: Reaction yield outcomes from USPTO patents with 853,638 reactions. Task: Predict the reaction yield, written as a fraction of the theoretical maximum amount of product (1.0 means a 100% yield; for example, 0.34 means a 34% yield). (1) The reactants are [F:1][C:2]1[CH:7]=[CH:6][C:5]([C:8]2[S:9][CH:10]=[C:11]([C:13]([CH3:17])([CH3:16])[CH2:14][NH2:15])[N:12]=2)=[CH:4][CH:3]=1.[F:18][C:19]([F:35])([F:34])[C:20]1[O:24][N:23]=[C:22]([C:25]2[CH:26]=[C:27]([CH:31]=[CH:32][CH:33]=2)[C:28](O)=[O:29])[N:21]=1. No catalyst specified. The product is [F:1][C:2]1[CH:3]=[CH:4][C:5]([C:8]2[S:9][CH:10]=[C:11]([C:13]([CH3:17])([CH3:16])[CH2:14][NH:15][C:28](=[O:29])[C:27]3[CH:31]=[CH:32][CH:33]=[C:25]([C:22]4[N:21]=[C:20]([C:19]([F:35])([F:34])[F:18])[O:24][N:23]=4)[CH:26]=3)[N:12]=2)=[CH:6][CH:7]=1. The yield is 0.300. (2) The reactants are C([O-])(=O)C.[NH4+:5].[CH3:6][CH:7]1[CH2:11][CH2:10][C:9](=O)[C@@H:8]1[C:13]([O:15][CH2:16][CH3:17])=[O:14]. The catalyst is CO. The product is [NH2:5][C:9]1[CH2:10][CH2:11][C@@H:7]([CH3:6])[C:8]=1[C:13]([O:15][CH2:16][CH3:17])=[O:14]. The yield is 0.970. (3) The reactants are [NH2:1][CH:2]1[CH2:28][CH2:27][C:5]2([O:9][C:8]([C:10]3[CH:11]=[CH:12][C:13]4[N:14]([N:16]=[CH:17][N:18]=4)[CH:15]=3)=[C:7]([C:19]3[CH:20]=[C:21]([CH3:25])[CH:22]=[CH:23][CH:24]=3)[C:6]2=[O:26])[CH2:4][CH2:3]1.C(N(CC)C(C)C)(C)C.O1CCCC1.[CH3:43][S:44](Cl)(=[O:46])=[O:45]. No catalyst specified. The product is [N:18]1[CH:17]=[N:16][N:14]2[CH:15]=[C:10]([C:8]3[O:9][C:5]4([CH2:27][CH2:28][CH:2]([NH:1][S:44]([CH3:43])(=[O:46])=[O:45])[CH2:3][CH2:4]4)[C:6](=[O:26])[C:7]=3[C:19]3[CH:20]=[C:21]([CH3:25])[CH:22]=[CH:23][CH:24]=3)[CH:11]=[CH:12][C:13]=12. The yield is 0.200. (4) The reactants are [CH:1]1([CH2:4][O:5][C:6]2[CH:7]=[C:8]([CH:13]=[CH:14][C:15]=2[CH:16]=[O:17])[C:9]([O:11]C)=[O:10])[CH2:3][CH2:2]1.[OH-].[Li+].O. The catalyst is C1COCC1.C(OCC)(=O)C. The product is [CH:1]1([CH2:4][O:5][C:6]2[CH:7]=[C:8]([CH:13]=[CH:14][C:15]=2[CH:16]=[O:17])[C:9]([OH:11])=[O:10])[CH2:3][CH2:2]1. The yield is 0.910. (5) The reactants are C([N:8]1[CH2:13][CH2:12][C:11]([C:21]2[CH:33]=[CH:32][C:24]([C:25]([N:27]([CH2:30][CH3:31])[CH2:28][CH3:29])=[O:26])=[CH:23][CH:22]=2)([C:14]2[CH:19]=[CH:18][CH:17]=[C:16]([OH:20])[CH:15]=2)[CH2:10][CH2:9]1)C1C=CC=CC=1. The catalyst is C(O)(=O)C.[OH-].[OH-].[Pd+2]. The product is [CH2:30]([N:27]([CH2:28][CH3:29])[C:25](=[O:26])[C:24]1[CH:23]=[CH:22][C:21]([C:11]2([C:14]3[CH:19]=[CH:18][CH:17]=[C:16]([OH:20])[CH:15]=3)[CH2:12][CH2:13][NH:8][CH2:9][CH2:10]2)=[CH:33][CH:32]=1)[CH3:31]. The yield is 0.830. (6) The reactants are [OH:1][C:2]1[CH:27]=[C:26]([C:28]2[S:29][C:30]3[CH2:36][CH2:35][CH2:34][CH2:33][C:31]=3[N:32]=2)[CH:25]=[CH:24][C:3]=1[O:4][CH2:5][CH2:6][CH2:7][O:8][C:9]1[CH:10]=[C:11]2[C:15](=[CH:16][CH:17]=1)[C@H:14]([CH2:18][C:19]([O:21][CH2:22][CH3:23])=[O:20])[CH2:13][CH2:12]2.C([O-])([O-])=O.[Cs+].[Cs+].I[CH2:44][CH2:45][CH3:46]. The catalyst is CN(C=O)C.O. The product is [CH2:44]([O:1][C:2]1[CH:27]=[C:26]([C:28]2[S:29][C:30]3[CH2:36][CH2:35][CH2:34][CH2:33][C:31]=3[N:32]=2)[CH:25]=[CH:24][C:3]=1[O:4][CH2:5][CH2:6][CH2:7][O:8][C:9]1[CH:10]=[C:11]2[C:15](=[CH:16][CH:17]=1)[C@H:14]([CH2:18][C:19]([O:21][CH2:22][CH3:23])=[O:20])[CH2:13][CH2:12]2)[CH2:45][CH3:46]. The yield is 0.910. (7) The reactants are Br[C:2]1[CH:3]=[C:4]([CH:8]=O)[S:5][C:6]=1Br.[F:10][C:11]1[CH:16]=[CH:15][CH:14]=[CH:13][C:12]=1B(O)O.[C:20](=[O:23])([O-])[O-].[Na+].[Na+]. The catalyst is COCCOC.O.C1C=CC([P]([Pd]([P](C2C=CC=CC=2)(C2C=CC=CC=2)C2C=CC=CC=2)([P](C2C=CC=CC=2)(C2C=CC=CC=2)C2C=CC=CC=2)[P](C2C=CC=CC=2)(C2C=CC=CC=2)C2C=CC=CC=2)(C2C=CC=CC=2)C2C=CC=CC=2)=CC=1. The product is [F:10][C:11]1[CH:16]=[CH:15][CH:14]=[CH:13][C:12]=1[C:3]1[CH:2]=[C:6]([CH:20]=[O:23])[S:5][C:4]=1[C:8]1[CH:15]=[CH:14][CH:13]=[CH:12][C:11]=1[F:10]. The yield is 0.140.